This data is from Forward reaction prediction with 1.9M reactions from USPTO patents (1976-2016). The task is: Predict the product of the given reaction. (1) Given the reactants CS(OC(C1C=NC(NC(C2(C3C=CC4OCOC=4C=3)CC2)=O)=CC=1)C1C=CC=CC=1OC)(=O)=O.CN.[O:38]1[C:42]2[CH:43]=[CH:44][C:45]([C:47]3([C:50]([NH:52][C:53]4[CH:58]=[CH:57][C:56]([CH:59]([N:68](C)[CH3:69])[C:60]5[CH:65]=[CH:64][CH:63]=[CH:62][C:61]=5[O:66][CH3:67])=[CH:55][N:54]=4)=[O:51])[CH2:49][CH2:48]3)=[CH:46][C:41]=2[O:40][CH2:39]1, predict the reaction product. The product is: [O:38]1[C:42]2[CH:43]=[CH:44][C:45]([C:47]3([C:50]([NH:52][C:53]4[CH:58]=[CH:57][C:56]([CH:59]([C:60]5[CH:65]=[CH:64][CH:63]=[CH:62][C:61]=5[O:66][CH3:67])[NH:68][CH3:69])=[CH:55][N:54]=4)=[O:51])[CH2:49][CH2:48]3)=[CH:46][C:41]=2[O:40][CH2:39]1. (2) Given the reactants [CH2:1]([OH:4])[C:2]#[CH:3].C(N(CC)CC)C.Br[C:13]1[CH:18]=[CH:17][C:16]([N+:19]([O-:21])=[O:20])=[CH:15][CH:14]=1, predict the reaction product. The product is: [OH:4][CH2:1][C:2]#[C:3][C:13]1[CH:18]=[CH:17][C:16]([N+:19]([O-:21])=[O:20])=[CH:15][CH:14]=1. (3) Given the reactants [Cl:1][C:2]1[CH:7]=[C:6]([Cl:8])[CH:5]=[CH:4][C:3]=1[C:9](=O)[CH2:10]SC#N.[S-:15][C:16]#[N:17].[K+].Cl.[F:20][C:21]1[CH:26]=[C:25]([F:27])[CH:24]=[CH:23][C:22]=1[NH:28][NH2:29].O, predict the reaction product. The product is: [F:20][C:21]1[CH:26]=[C:25]([F:27])[CH:24]=[CH:23][C:22]=1[NH:28][N:29]1[C:9]([C:3]2[CH:4]=[CH:5][C:6]([Cl:8])=[CH:7][C:2]=2[Cl:1])=[CH:10][NH:17][C:16]1=[S:15]. (4) Given the reactants [N+:1]([C:4]1[CH:12]=[CH:11][CH:10]=[CH:9][C:5]=1[C:6](Cl)=[O:7])([O-])=O.BrC1C2C(Cl)=NC=NC=2N(C2CCCC2)C=1.[NH2:29][C:30]1[C:31]2[C:38](C(C3C=CC=C(N)C=3)=O)=[CH:37][N:36]([CH:48]3[CH2:52][CH2:51][CH2:50][CH2:49]3)[C:32]=2[N:33]=[CH:34][N:35]=1, predict the reaction product. The product is: [NH2:29][C:30]1[C:31]2[C:38]([C:6]([C:5]3[CH:9]=[CH:10][CH:11]=[CH:12][C:4]=3[NH2:1])=[O:7])=[CH:37][N:36]([CH:48]3[CH2:52][CH2:51][CH2:50][CH2:49]3)[C:32]=2[N:33]=[CH:34][N:35]=1.